This data is from Reaction yield outcomes from USPTO patents with 853,638 reactions. The task is: Predict the reaction yield, written as a fraction of the theoretical maximum amount of product (1.0 means a 100% yield; for example, 0.34 means a 34% yield). The reactants are Cl[C:2]1[CH:18]=[CH:17][C:5]([CH2:6][CH2:7][N:8]2[C:13](=[O:14])[NH:12][C:11](=[O:15])[C:10]([OH:16])=[N:9]2)=[CH:4][CH:3]=1. The catalyst is CO. The product is [OH:16][C:10]1[C:11](=[O:15])[NH:12][C:13](=[O:14])[N:8]([CH2:7][C:6]2[C:5]3[C:4](=[CH:3][CH:2]=[CH:18][CH:17]=3)[C:3]([CH3:4])=[CH:2][CH:18]=2)[N:9]=1. The yield is 0.100.